This data is from CYP2D6 inhibition data for predicting drug metabolism from PubChem BioAssay. The task is: Regression/Classification. Given a drug SMILES string, predict its absorption, distribution, metabolism, or excretion properties. Task type varies by dataset: regression for continuous measurements (e.g., permeability, clearance, half-life) or binary classification for categorical outcomes (e.g., BBB penetration, CYP inhibition). Dataset: cyp2d6_veith. (1) The molecule is CN(C)c1ncc2nc(-c3ccc(Cl)cc3)c(=O)n(C3CC3)c2n1. The result is 0 (non-inhibitor). (2) The compound is COc1ccc(NC(=O)c2cc(-c3ccccc3Cl)no2)cc1. The result is 0 (non-inhibitor). (3) The compound is O=C1CCCC=C1[C@H](O)CCCCBr. The result is 0 (non-inhibitor). (4) The result is 1 (inhibitor). The compound is CS(=O)(=O)N1CCC2(CCCN(c3ncccn3)C2)CC1. (5) The drug is COc1ccccc1CCN1C(=S)NC(C)(C)CC1(C)O. The result is 1 (inhibitor). (6) The drug is COCCN(C(=O)Nc1ccc(OC)cc1OC)C1CCN(C(C)=O)CC1. The result is 0 (non-inhibitor).